Dataset: Full USPTO retrosynthesis dataset with 1.9M reactions from patents (1976-2016). Task: Predict the reactants needed to synthesize the given product. (1) Given the product [F:1][C:2]([F:7])([F:6])[C:3]([OH:5])=[O:4].[F:8][C:9]([F:14])([F:13])[C:10]([OH:12])=[O:11].[Cl:22][C:23]1[CH:24]=[N:25][C:26]2[NH:27][C:28]3[CH:29]=[N:30][CH:31]=[C:32]([CH:54]=3)[CH2:33][CH2:34][C:35]3[CH:43]=[C:39]([NH:40][C:41]=1[N:42]=2)[CH:38]=[CH:37][C:36]=3[NH:44][C:45](=[O:53])[CH2:46][CH:47]1[CH2:52][CH2:51][N:50]([C:56]([NH:55][C:58]2[CH:63]=[CH:62][CH:61]=[C:60]([O:64][CH3:65])[CH:59]=2)=[O:57])[CH2:49][CH2:48]1, predict the reactants needed to synthesize it. The reactants are: [F:1][C:2]([F:7])([F:6])[C:3]([OH:5])=[O:4].[F:8][C:9]([F:14])([F:13])[C:10]([OH:12])=[O:11].FC(F)(F)C(O)=O.[Cl:22][C:23]1[CH:24]=[N:25][C:26]2[NH:27][C:28]3[CH:29]=[N:30][CH:31]=[C:32]([CH:54]=3)[CH2:33][CH2:34][C:35]3[CH:43]=[C:39]([NH:40][C:41]=1[N:42]=2)[CH:38]=[CH:37][C:36]=3[NH:44][C:45](=[O:53])[CH2:46][CH:47]1[CH2:52][CH2:51][NH:50][CH2:49][CH2:48]1.[N:55]([C:58]1[CH:63]=[CH:62][CH:61]=[C:60]([O:64][CH3:65])[CH:59]=1)=[C:56]=[O:57]. (2) Given the product [CH:17]([C:14]1[CH:13]=[CH:12][C:11]([N:8]2[C:9]([CH3:10])=[C:5]([C:3]([OH:4])=[O:2])[CH:6]=[N:7]2)=[CH:16][CH:15]=1)([CH3:19])[CH3:18], predict the reactants needed to synthesize it. The reactants are: C[O:2][C:3]([C:5]1[CH:6]=[N:7][N:8]([C:11]2[CH:16]=[CH:15][C:14]([C:17]([CH3:19])=[CH2:18])=[CH:13][CH:12]=2)[C:9]=1[CH3:10])=[O:4].Cl. (3) Given the product [C:1]([O:5][C:6]([N:8]1[C:16]2[C:11](=[CH:12][CH:13]=[C:14]([O:17][Si:18]([C:21]([CH3:24])([CH3:23])[CH3:22])([CH3:19])[CH3:20])[CH:15]=2)[C:10]([NH2:25])=[N:9]1)=[O:7])([CH3:4])([CH3:2])[CH3:3], predict the reactants needed to synthesize it. The reactants are: [C:1]([O:5][C:6]([N:8]1[C:16]2[C:11](=[CH:12][CH:13]=[C:14]([O:17][Si:18]([C:21]([CH3:24])([CH3:23])[CH3:22])([CH3:20])[CH3:19])[CH:15]=2)[C:10]([N:25]2C(=O)C3C(=CC=CC=3)C2=O)=[N:9]1)=[O:7])([CH3:4])([CH3:3])[CH3:2].NN.C(Cl)Cl.CC(C)=O.